Dataset: NCI-60 drug combinations with 297,098 pairs across 59 cell lines. Task: Regression. Given two drug SMILES strings and cell line genomic features, predict the synergy score measuring deviation from expected non-interaction effect. (1) Drug 1: CC1=CC2C(CCC3(C2CCC3(C(=O)C)OC(=O)C)C)C4(C1=CC(=O)CC4)C. Drug 2: C1=NC2=C(N=C(N=C2N1C3C(C(C(O3)CO)O)O)F)N. Cell line: SK-OV-3. Synergy scores: CSS=6.61, Synergy_ZIP=-0.890, Synergy_Bliss=2.92, Synergy_Loewe=0.585, Synergy_HSA=0.789. (2) Drug 1: CN(C)C1=NC(=NC(=N1)N(C)C)N(C)C. Drug 2: CC1=C2C(C(=O)C3(C(CC4C(C3C(C(C2(C)C)(CC1OC(=O)C(C(C5=CC=CC=C5)NC(=O)OC(C)(C)C)O)O)OC(=O)C6=CC=CC=C6)(CO4)OC(=O)C)O)C)O. Cell line: SK-MEL-2. Synergy scores: CSS=37.5, Synergy_ZIP=7.24, Synergy_Bliss=6.98, Synergy_Loewe=-34.8, Synergy_HSA=4.43. (3) Synergy scores: CSS=25.8, Synergy_ZIP=-11.4, Synergy_Bliss=-8.33, Synergy_Loewe=-25.5, Synergy_HSA=-8.08. Drug 1: C1CCC(CC1)NC(=O)N(CCCl)N=O. Drug 2: C1=NC2=C(N=C(N=C2N1C3C(C(C(O3)CO)O)O)F)N. Cell line: OVCAR-8.